From a dataset of Reaction yield outcomes from USPTO patents with 853,638 reactions. Predict the reaction yield, written as a fraction of the theoretical maximum amount of product (1.0 means a 100% yield; for example, 0.34 means a 34% yield). (1) No catalyst specified. The yield is 0.534. The product is [CH3:32][O:36][C:15]1[CH:16]=[C:17]([CH:21]([C:23]2[O:24][C:25]([CH3:28])=[N:26][N:27]=2)[OH:22])[CH:18]=[CH:19][CH:20]=1. The reactants are C(OC1C=C([C:15]2[CH:20]=[CH:19][CH:18]=[C:17]([CH:21]([C:23]3[O:24][C:25]([CH3:28])=[N:26][N:27]=3)[OH:22])[CH:16]=2)C=CC=1)C1C=CC=CC=1.C(=O)C1C=CC=[C:32]([O:36]C)C=1.CN1NC=CO1. (2) The reactants are [CH3:1][N:2]([CH:4]=O)[CH3:3].C(Cl)(=O)C([Cl:9])=O.[NH:12]1[CH:16]=[CH:15][CH:14]=[CH:13]1. The catalyst is C(Cl)Cl. The product is [Cl-:9].[NH:12]1[CH:16]=[CH:15][CH:14]=[C:13]1[CH:4]=[N+:2]([CH3:3])[CH3:1]. The yield is 0.800. (3) The reactants are C([N:8]1[C:12]([C:13]([N:15]2[CH2:20][CH2:19][CH:18]([N:21]3[CH2:33][CH2:32][CH2:31][C:23]4([C:27](=[O:28])[O:26][C:25]([CH3:30])([CH3:29])[CH2:24]4)[CH2:22]3)[CH2:17][CH2:16]2)=[O:14])=[C:11]([NH:34][C:35]([NH:37][CH2:38][CH3:39])=[O:36])[N:10]=[C:9]1[C:40]1[CH:45]=[CH:44][CH:43]=[CH:42][CH:41]=1)C1C=CC=CC=1. The catalyst is C(O)C.[OH-].[OH-].[Pd+2]. The product is [CH3:30][C:25]1([CH3:29])[CH2:24][C:23]2([CH2:31][CH2:32][CH2:33][N:21]([CH:18]3[CH2:19][CH2:20][N:15]([C:13]([C:12]4[N:8]=[C:9]([C:40]5[CH:41]=[CH:42][CH:43]=[CH:44][CH:45]=5)[NH:10][C:11]=4[NH:34][C:35]([NH:37][CH2:38][CH3:39])=[O:36])=[O:14])[CH2:16][CH2:17]3)[CH2:22]2)[C:27](=[O:28])[O:26]1. The yield is 0.770.